From a dataset of Catalyst prediction with 721,799 reactions and 888 catalyst types from USPTO. Predict which catalyst facilitates the given reaction. Reactant: [CH2:1]([O:3][C:4]([CH:6]1[CH2:11][CH2:10][C:9]([C:12]2[CH:17]=[CH:16][CH:15]=[C:14]([C:18]3[O:22][N:21]=[C:20]([CH3:23])[C:19]=3[NH:24][C:25]([O:27][CH:28]([C:30]3[CH:35]=[CH:34][CH:33]=[CH:32][C:31]=3[Cl:36])[CH3:29])=[O:26])[CH:13]=2)=[CH:8][CH2:7]1)=[O:5])[CH3:2]. Product: [CH2:1]([O:3][C:4]([CH:6]1[CH2:11][CH2:10][CH:9]([C:12]2[CH:17]=[CH:16][CH:15]=[C:14]([C:18]3[O:22][N:21]=[C:20]([CH3:23])[C:19]=3[NH:24][C:25]([O:27][CH:28]([C:30]3[CH:35]=[CH:34][CH:33]=[CH:32][C:31]=3[Cl:36])[CH3:29])=[O:26])[CH:13]=2)[CH2:8][CH2:7]1)=[O:5])[CH3:2]. The catalyst class is: 515.